From a dataset of Peptide-MHC class II binding affinity with 134,281 pairs from IEDB. Regression. Given a peptide amino acid sequence and an MHC pseudo amino acid sequence, predict their binding affinity value. This is MHC class II binding data. (1) The peptide sequence is FIKVRQYDQILIEICGKKAIGTV. The MHC is DRB1_0405 with pseudo-sequence DRB1_0405. The binding affinity (normalized) is 0.478. (2) The peptide sequence is FVNPVEAFQFYFELL. The MHC is HLA-DQA10501-DQB10201 with pseudo-sequence HLA-DQA10501-DQB10201. The binding affinity (normalized) is 0.587.